This data is from Forward reaction prediction with 1.9M reactions from USPTO patents (1976-2016). The task is: Predict the product of the given reaction. (1) Given the reactants Br[C:2]1[CH:3]=[CH:4][C:5]([C:8]([NH:10][CH2:11][CH2:12][C:13]([O:15][C:16]([CH3:19])([CH3:18])[CH3:17])=[O:14])=[O:9])=[N:6][CH:7]=1.[CH:20]([C:22]1[CH:27]=[CH:26][CH:25]=[CH:24][C:23]=1B(O)O)=[O:21].C([O-])([O-])=O.[K+].[K+].O, predict the reaction product. The product is: [CH:20]([C:22]1[CH:27]=[CH:26][CH:25]=[CH:24][C:23]=1[C:2]1[CH:3]=[CH:4][C:5]([C:8]([NH:10][CH2:11][CH2:12][C:13]([O:15][C:16]([CH3:19])([CH3:18])[CH3:17])=[O:14])=[O:9])=[N:6][CH:7]=1)=[O:21]. (2) Given the reactants I[C:2]1[CH:7]=[CH:6][CH:5]=[CH:4][N:3]=1.[CH2:8]([N:15]1[C:19]2[CH:20]=[CH:21][CH:22]=[CH:23][C:18]=2[N:17]=[C:16]1[CH2:24][CH2:25][C:26]#[CH:27])[C:9]1[CH:14]=[CH:13][CH:12]=[CH:11][CH:10]=1, predict the reaction product. The product is: [CH2:8]([N:15]1[C:19]2[CH:20]=[CH:21][CH:22]=[CH:23][C:18]=2[N:17]=[C:16]1[CH2:24][CH2:25][C:26]#[C:27][C:2]1[CH:7]=[CH:6][CH:5]=[CH:4][N:3]=1)[C:9]1[CH:10]=[CH:11][CH:12]=[CH:13][CH:14]=1.